Dataset: Forward reaction prediction with 1.9M reactions from USPTO patents (1976-2016). Task: Predict the product of the given reaction. (1) Given the reactants [H-].[Na+].[C:3]([O:11][CH2:12][CH3:13])(=[O:10])[CH2:4][C:5]([O:7][CH2:8][CH3:9])=[O:6].F[C:15]1[CH:33]=[CH:32][C:31]([N+:34]([O-:36])=[O:35])=[CH:30][C:16]=1[CH2:17][N:18]([CH3:29])[C:19](=[O:28])[O:20][CH2:21][C:22]1[CH:27]=[CH:26][CH:25]=[CH:24][CH:23]=1, predict the reaction product. The product is: [CH2:21]([O:20][C:19]([N:18]([CH2:17][C:16]1[CH:30]=[C:31]([N+:34]([O-:36])=[O:35])[CH:32]=[CH:33][C:15]=1[CH:4]([C:5]([O:7][CH2:8][CH3:9])=[O:6])[C:3]([O:11][CH2:12][CH3:13])=[O:10])[CH3:29])=[O:28])[C:22]1[CH:27]=[CH:26][CH:25]=[CH:24][CH:23]=1. (2) Given the reactants [OH:1][C:2]1[CH:11]=[CH:10][CH:9]=[C:8]2[C:3]=1[CH:4]=[CH:5][N:6]=[C:7]2[CH3:12].[C:13](OC(=O)C)(=[O:15])[CH3:14], predict the reaction product. The product is: [C:13]([O:1][C:2]1[CH:11]=[CH:10][CH:9]=[C:8]2[C:3]=1[CH:4]=[CH:5][N:6]=[C:7]2[CH3:12])(=[O:15])[CH3:14].